This data is from Reaction yield outcomes from USPTO patents with 853,638 reactions. The task is: Predict the reaction yield, written as a fraction of the theoretical maximum amount of product (1.0 means a 100% yield; for example, 0.34 means a 34% yield). (1) The reactants are [C:1]([CH2:3][C@@:4]1([C:30]([O:32]C)=O)[CH2:8][CH2:7][C@H:6]([C:9]2[CH:14]=[CH:13][C:12]([O:15]CC3C=CC=CC=3)=[CH:11][CH:10]=2)[N:5]1[C:23]([O:25][C:26]([CH3:29])([CH3:28])[CH3:27])=[O:24])#[N:2]. The catalyst is CO.[Ni]. The product is [OH:15][C:12]1[CH:13]=[CH:14][C:9]([C@H:6]2[CH2:7][CH2:8][C@:4]3([CH2:3][CH2:1][NH:2][C:30]3=[O:32])[N:5]2[C:23]([O:25][C:26]([CH3:27])([CH3:28])[CH3:29])=[O:24])=[CH:10][CH:11]=1. The yield is 0.680. (2) The reactants are [H-].[Na+].[I:3][C:4]1[CH:5]=[C:6]([CH:9]=[CH:10][C:11]=1[CH3:12])[CH2:7][OH:8].Br[CH2:14][C:15]([O:17][C:18]([CH3:21])([CH3:20])[CH3:19])=[O:16]. The catalyst is CN(C=O)C. The product is [C:18]([O:17][C:15](=[O:16])[CH2:14][O:8][CH2:7][C:6]1[CH:9]=[CH:10][C:11]([CH3:12])=[C:4]([I:3])[CH:5]=1)([CH3:21])([CH3:20])[CH3:19]. The yield is 0.890.